From a dataset of Catalyst prediction with 721,799 reactions and 888 catalyst types from USPTO. Predict which catalyst facilitates the given reaction. (1) Reactant: C([O:3][C:4](=[O:50])[CH2:5][CH2:6][CH2:7][O:8][C:9]1[CH:14]=[CH:13][CH:12]=[C:11]([CH2:15][CH2:16][CH2:17][CH2:18][CH2:19][CH2:20][O:21][C:22]2[CH:27]=[C:26]([S:28]([CH3:31])(=[O:30])=[O:29])[CH:25]=[C:24]([C:32]3[CH:42]=[CH:41][C:35]4[O:36][C:37]([F:40])([F:39])[O:38][C:34]=4[CH:33]=3)[CH:23]=2)[C:10]=1[CH2:43][CH2:44][C:45]([O:47]CC)=[O:46])C.[OH-].[Na+].Cl. The catalyst class is: 40. Product: [C:45]([CH2:44][CH2:43][C:10]1[C:11]([CH2:15][CH2:16][CH2:17][CH2:18][CH2:19][CH2:20][O:21][C:22]2[CH:27]=[C:26]([S:28]([CH3:31])(=[O:29])=[O:30])[CH:25]=[C:24]([C:32]3[CH:42]=[CH:41][C:35]4[O:36][C:37]([F:40])([F:39])[O:38][C:34]=4[CH:33]=3)[CH:23]=2)=[CH:12][CH:13]=[CH:14][C:9]=1[O:8][CH2:7][CH2:6][CH2:5][C:4]([OH:50])=[O:3])([OH:47])=[O:46]. (2) Reactant: [H-].[Al+3].[Li+].[H-].[H-].[H-].[Si:7]([O:14][CH2:15][C:16]1[CH:17]=[C:18]([C:26](OC)=[O:27])[C:19](=[CH:24][CH:25]=1)[C:20](OC)=[O:21])([C:10]([CH3:13])([CH3:12])[CH3:11])([CH3:9])[CH3:8].O.[OH-].[Na+]. Product: [Si:7]([O:14][CH2:15][C:16]1[CH:25]=[CH:24][C:19]([CH2:20][OH:21])=[C:18]([CH2:26][OH:27])[CH:17]=1)([C:10]([CH3:13])([CH3:12])[CH3:11])([CH3:9])[CH3:8]. The catalyst class is: 385.